This data is from Reaction yield outcomes from USPTO patents with 853,638 reactions. The task is: Predict the reaction yield, written as a fraction of the theoretical maximum amount of product (1.0 means a 100% yield; for example, 0.34 means a 34% yield). (1) The reactants are CO[C:3]([C:5]1[S:9][C:8]([CH2:10][CH2:11][C:12]2[C:13]([CH2:18][CH2:19][CH2:20][CH3:21])=[N:14][O:15][C:16]=2[CH3:17])=[N:7][C:6]=1[CH3:22])=[O:4].[NH2:23][C@@H:24]([CH2:26][OH:27])[CH3:25]. No catalyst specified. The product is [OH:27][CH2:26][C@H:24]([NH:23][C:3]([C:5]1[S:9][C:8]([CH2:10][CH2:11][C:12]2[C:13]([CH2:18][CH2:19][CH2:20][CH3:21])=[N:14][O:15][C:16]=2[CH3:17])=[N:7][C:6]=1[CH3:22])=[O:4])[CH3:25]. The yield is 0.750. (2) The reactants are [H-].[Na+].[C:3]1([NH:9][C:10]2[N:11]=[CH:12][C:13]3[CH:19]=[CH:18][C:17](=[O:20])[NH:16][C:14]=3[N:15]=2)[CH:8]=[CH:7][CH:6]=[CH:5][CH:4]=1.Br[CH2:22][CH2:23][O:24][CH3:25]. The catalyst is CN(C)C=O. The product is [CH3:25][O:24][CH2:23][CH2:22][N:16]1[C:14]2[N:15]=[C:10]([NH:9][C:3]3[CH:4]=[CH:5][CH:6]=[CH:7][CH:8]=3)[N:11]=[CH:12][C:13]=2[CH:19]=[CH:18][C:17]1=[O:20]. The yield is 0.560. (3) The reactants are [N+:1]([C:4]1[CH:12]=[CH:11][CH:10]=[C:9]2[C:5]=1[CH2:6][CH2:7][CH2:8]2)([O-])=O.C(OCC)(=O)C. The catalyst is C(O)C.[Pd]. The product is [NH2:1][C:4]1[CH:12]=[CH:11][CH:10]=[C:9]2[C:5]=1[CH2:6][CH2:7][CH2:8]2. The yield is 0.860. (4) The reactants are [F:1][C:2]1[C:24]([N+:25]([O-])=O)=[CH:23][C:5]2[N:6]([S:13]([C:16]3[CH:21]=[CH:20][C:19]([F:22])=[CH:18][CH:17]=3)(=[O:15])=[O:14])[CH2:7][CH:8]([CH2:10][O:11][CH3:12])[O:9][C:4]=2[CH:3]=1. The catalyst is C(O)C.[Pd]. The product is [F:1][C:2]1[C:24]([NH2:25])=[CH:23][C:5]2[N:6]([S:13]([C:16]3[CH:17]=[CH:18][C:19]([F:22])=[CH:20][CH:21]=3)(=[O:15])=[O:14])[CH2:7][CH:8]([CH2:10][O:11][CH3:12])[O:9][C:4]=2[CH:3]=1. The yield is 0.800. (5) The reactants are Cl.[CH3:2][C:3]1[C:9]([O:10][CH3:11])=[CH:8][CH:7]=[CH:6][C:4]=1[NH2:5].C(O)(=O)CC(O)=O.[Cl:19][C:20]1[CH:29]=[C:28]([Cl:30])C2C(=C(Cl)C(OC)=CC=2)N=1. No catalyst specified. The product is [Cl:19][C:20]1[CH:29]=[C:28]([Cl:30])[C:6]2[C:4](=[C:3]([CH3:2])[C:9]([O:10][CH3:11])=[CH:8][CH:7]=2)[N:5]=1. The yield is 0.430.